The task is: Predict which catalyst facilitates the given reaction.. This data is from Catalyst prediction with 721,799 reactions and 888 catalyst types from USPTO. Reactant: Br[C:2]1[C:13](=[O:14])[N:12]([CH2:15][CH3:16])[C:5]2[N:6]=[C:7]([S:10][CH3:11])[N:8]=[CH:9][C:4]=2[CH:3]=1.[C:17]1(B(O)O)[CH:22]=[CH:21][CH:20]=[CH:19][CH:18]=1.[O-]P([O-])([O-])=O.[K+].[K+].[K+]. Product: [CH2:15]([N:12]1[C:5]2[N:6]=[C:7]([S:10][CH3:11])[N:8]=[CH:9][C:4]=2[CH:3]=[C:2]([C:17]2[CH:22]=[CH:21][CH:20]=[CH:19][CH:18]=2)[C:13]1=[O:14])[CH3:16]. The catalyst class is: 73.